Dataset: Catalyst prediction with 721,799 reactions and 888 catalyst types from USPTO. Task: Predict which catalyst facilitates the given reaction. (1) Reactant: Cl[C:2]1[CH:7]=[C:6]([O:8][CH:9]([C:14]2[CH:19]=[CH:18][C:17]([CH3:20])=[CH:16][CH:15]=2)[C:10]([F:13])([F:12])[F:11])[N:5]=[C:4]([NH2:21])[N:3]=1.B([C:25]1[CH:36]=[CH:35][C:28]([CH2:29][C@@H:30]([C:32]([OH:34])=[O:33])[NH2:31])=[CH:27][CH:26]=1)(O)O.C(#N)C.C(=O)([O-])[O-].[Na+].[Na+]. Product: [NH2:31][CH:30]([CH2:29][C:28]1[CH:35]=[CH:36][C:25]([C:2]2[CH:7]=[C:6]([O:8][CH:9]([C:14]3[CH:19]=[CH:18][C:17]([CH3:20])=[CH:16][CH:15]=3)[C:10]([F:13])([F:12])[F:11])[N:5]=[C:4]([NH2:21])[N:3]=2)=[CH:26][CH:27]=1)[C:32]([OH:34])=[O:33]. The catalyst class is: 189. (2) Reactant: [OH:1][C:2]1[CH:7]=[CH:6][C:5]([C:8](=[C:20]2[CH2:25][C:24]([CH3:27])([CH3:26])[CH2:23][C:22]([CH3:29])([CH3:28])[CH2:21]2)[C:9]2[CH:14]=[CH:13][C:12]([CH2:15][C:16]([O:18]C)=[O:17])=[CH:11][CH:10]=2)=[CH:4][CH:3]=1.[OH-].[Na+].Cl. Product: [OH:1][C:2]1[CH:7]=[CH:6][C:5]([C:8](=[C:20]2[CH2:21][C:22]([CH3:29])([CH3:28])[CH2:23][C:24]([CH3:27])([CH3:26])[CH2:25]2)[C:9]2[CH:14]=[CH:13][C:12]([CH2:15][C:16]([OH:18])=[O:17])=[CH:11][CH:10]=2)=[CH:4][CH:3]=1. The catalyst class is: 301. (3) Reactant: [OH:1][C:2]1[CH:7]=[CH:6][C:5]([C:8](=[O:10])[CH3:9])=[CH:4][C:3]=1[CH3:11].C(=O)([O-])[O-].[K+].[K+].Br[CH2:19][C:20]1[CH:25]=[CH:24][CH:23]=[CH:22][CH:21]=1. Product: [CH2:19]([O:1][C:2]1[CH:7]=[CH:6][C:5]([C:8](=[O:10])[CH3:9])=[CH:4][C:3]=1[CH3:11])[C:20]1[CH:25]=[CH:24][CH:23]=[CH:22][CH:21]=1. The catalyst class is: 21. (4) Reactant: P(Cl)(Cl)(Cl)=O.[F:6][C:7]1[C:8]([CH2:14][NH:15][CH:16]=O)=[N:9][CH:10]=[C:11]([F:13])[CH:12]=1. Product: [F:13][C:11]1[CH:12]=[C:7]([F:6])[C:8]2[N:9]([CH:16]=[N:15][CH:14]=2)[CH:10]=1. The catalyst class is: 11. (5) Reactant: [NH2:1][C:2]1[CH:7]=[CH:6][C:5]([N:8]2[CH:13]=[CH:12][C:11]([O:14][CH2:15][C:16]3[CH:21]=[CH:20][C:19]([F:22])=[CH:18][CH:17]=3)=[CH:10][C:9]2=[O:23])=[CH:4][C:3]=1[NH:24][CH3:25].[C:26]([C:28]1([C:31](O)=O)[CH2:30][CH2:29]1)#[N:27].C(N(CC)C(C)C)(C)C.CN(C(ON1N=NC2C=CC=NC1=2)=[N+](C)C)C.F[P-](F)(F)(F)(F)F. Product: [F:22][C:19]1[CH:18]=[CH:17][C:16]([CH2:15][O:14][C:11]2[CH:12]=[CH:13][N:8]([C:5]3[CH:6]=[CH:7][C:2]4[N:1]=[C:31]([C:28]5([C:26]#[N:27])[CH2:29][CH2:30]5)[N:24]([CH3:25])[C:3]=4[CH:4]=3)[C:9](=[O:23])[CH:10]=2)=[CH:21][CH:20]=1. The catalyst class is: 303.